Dataset: Reaction yield outcomes from USPTO patents with 853,638 reactions. Task: Predict the reaction yield, written as a fraction of the theoretical maximum amount of product (1.0 means a 100% yield; for example, 0.34 means a 34% yield). (1) The reactants are CCN(C(C)C)C(C)C.OC(C(F)(F)F)=O.[NH2:17][CH2:18][C:19]([N:21]1[CH2:26][CH2:25][N:24]([C:27](=[O:38])[C:28]2[CH:33]=[CH:32][CH:31]=[CH:30][C:29]=2[C:34]([F:37])([F:36])[F:35])[CH2:23][CH2:22]1)=[O:20].C1C=CC2N(O)N=NC=2C=1.CCN=C=NCCCN(C)C.Cl.[CH:61]([C:63]1[CH:71]=[CH:70][C:66]([C:67](O)=[O:68])=[CH:65][CH:64]=1)=[O:62]. The catalyst is CN(C=O)C.O. The product is [CH:61]([C:63]1[CH:71]=[CH:70][C:66]([C:67]([NH:17][CH2:18][C:19](=[O:20])[N:21]2[CH2:22][CH2:23][N:24]([C:27](=[O:38])[C:28]3[CH:33]=[CH:32][CH:31]=[CH:30][C:29]=3[C:34]([F:37])([F:35])[F:36])[CH2:25][CH2:26]2)=[O:68])=[CH:65][CH:64]=1)=[O:62]. The yield is 0.450. (2) The reactants are Br[C:2]1[CH:10]=[C:9]2[C:5]([CH2:6][CH2:7][N:8]2[C:11]([O:13][C:14]([CH3:17])([CH3:16])[CH3:15])=[O:12])=[CH:4][CH:3]=1.[B:18]1([B:18]2[O:22][C:21]([CH3:24])([CH3:23])[C:20]([CH3:26])([CH3:25])[O:19]2)[O:22][C:21]([CH3:24])([CH3:23])[C:20]([CH3:26])([CH3:25])[O:19]1.C([O-])(=O)C.[K+]. The catalyst is C1(C)C=CC=CC=1.C(Cl)Cl.C1C=CC(P(C2C=CC=CC=2)[C-]2C=CC=C2)=CC=1.C1C=CC(P(C2C=CC=CC=2)[C-]2C=CC=C2)=CC=1.Cl[Pd]Cl.[Fe+2]. The product is [CH3:25][C:20]1([CH3:26])[C:21]([CH3:24])([CH3:23])[O:22][B:18]([C:2]2[CH:10]=[C:9]3[C:5]([CH2:6][CH2:7][N:8]3[C:11]([O:13][C:14]([CH3:17])([CH3:16])[CH3:15])=[O:12])=[CH:4][CH:3]=2)[O:19]1. The yield is 0.380. (3) The reactants are [Cl:1][C:2]1[CH:3]=[C:4](/[C:12](=[N:22]\[O:23][CH:24]2[CH2:28][CH2:27][CH2:26][CH2:25]2)/[C:13]([NH:15][C:16]2C=CN(C)[N:17]=2)=[O:14])[CH:5]=[CH:6][C:7]=1[S:8]([CH3:11])(=[O:10])=[O:9].[CH3:29][C:30]1N=C(N)[S:32][N:31]=1.C(N(CC)C(C)C)(C)C. The catalyst is C(#N)C. The product is [Cl:1][C:2]1[CH:3]=[C:4](/[C:12](=[N:22]\[O:23][CH:24]2[CH2:25][CH2:26][CH2:27][CH2:28]2)/[C:13]([NH:15][C:16]2[S:32][N:31]=[C:30]([CH3:29])[N:17]=2)=[O:14])[CH:5]=[CH:6][C:7]=1[S:8]([CH3:11])(=[O:10])=[O:9]. The yield is 0.500. (4) The reactants are FC1C=CC(F)=C2C=1C=CCO2.[F:13][C:14]1[CH:19]=[C:18]([O:20][CH2:21][C:22]#[CH:23])[CH:17]=[C:16]([F:24])[CH:15]=1. No catalyst specified. The product is [F:13][C:14]1[CH:15]=[C:16]([F:24])[CH:17]=[C:18]2[C:19]=1[CH:23]=[CH:22][CH2:21][O:20]2. The yield is 0.230. (5) The reactants are C([O:3][C:4]([C:6]1([NH:15][C:16]([C@@H:18]2[C:27]3[C:22](=[CH:23][CH:24]=[CH:25][CH:26]=3)[CH2:21][CH2:20][CH2:19]2)=[O:17])[CH2:14][C:13]2[C:8](=[CH:9][CH:10]=[CH:11][CH:12]=2)[CH2:7]1)=[O:5])C.[OH-].[K+].O. The catalyst is CCO. The product is [C@@H:18]1([C:16]([NH:15][C:6]2([C:4]([OH:5])=[O:3])[CH2:14][C:13]3[C:8](=[CH:9][CH:10]=[CH:11][CH:12]=3)[CH2:7]2)=[O:17])[C:27]2[C:22](=[CH:23][CH:24]=[CH:25][CH:26]=2)[CH2:21][CH2:20][CH2:19]1. The yield is 1.00. (6) The reactants are C1(C2C=CC(CNCCC3C=CC(F)=C(C(F)(F)F)C=3)=CC=2)CC1.[C:25]([C:29]1[CH:36]=[CH:35][C:32]([CH:33]=O)=[CH:31][C:30]=1[Cl:37])([CH3:28])([CH3:27])[CH3:26].[Cl:38][C:39]1[CH:40]=[C:41]([CH2:46][CH2:47][NH2:48])[CH:42]=[CH:43][C:44]=1[Cl:45].[BH4-].[Na+]. No catalyst specified. The product is [C:25]([C:29]1[CH:36]=[CH:35][C:32]([CH2:33][NH:48][CH2:47][CH2:46][C:41]2[CH:42]=[CH:43][C:44]([Cl:45])=[C:39]([Cl:38])[CH:40]=2)=[CH:31][C:30]=1[Cl:37])([CH3:28])([CH3:27])[CH3:26]. The yield is 0.860. (7) The reactants are [CH2:1]([NH:3][C:4]([C:6]1[CH:7]=[CH:8][C:9]2[C:10](=[C:21]3[CH2:26][CH2:25][N:24](C(=O)C(F)(F)F)[CH2:23][CH2:22]3)[C:11]3[C:16]([O:17][C:18]=2[CH:19]=1)=[C:15]([OH:20])[CH:14]=[CH:13][CH:12]=3)=[O:5])[CH3:2].C([O-])([O-])=O.[K+].[K+]. The catalyst is CO.O. The product is [CH2:1]([NH:3][C:4]([C:6]1[CH:7]=[CH:8][C:9]2[C:10](=[C:21]3[CH2:26][CH2:25][NH:24][CH2:23][CH2:22]3)[C:11]3[C:16]([O:17][C:18]=2[CH:19]=1)=[C:15]([OH:20])[CH:14]=[CH:13][CH:12]=3)=[O:5])[CH3:2]. The yield is 0.380. (8) The catalyst is C(Cl)CCl. The yield is 0.560. The product is [CH2:1]([N:3]([CH:34]1[CH2:39][CH2:38][O:37][CH2:36][CH2:35]1)[C:4]1[C:5]([CH3:33])=[C:6]([CH:22]=[C:23]([C:25]2[CH:26]=[N:27][C:28]([CH2:31][N:40]3[CH2:45][CH2:44][O:43][CH2:42][CH2:41]3)=[CH:29][CH:30]=2)[CH:24]=1)[C:7]([NH:9][CH2:10][C:11]1[C:12](=[O:21])[NH:13][C:14]([CH3:20])=[CH:15][C:16]=1[CH2:17][CH2:18][CH3:19])=[O:8])[CH3:2]. The reactants are [CH2:1]([N:3]([CH:34]1[CH2:39][CH2:38][O:37][CH2:36][CH2:35]1)[C:4]1[C:5]([CH3:33])=[C:6]([CH:22]=[C:23]([C:25]2[CH:26]=[N:27][C:28]([CH:31]=O)=[CH:29][CH:30]=2)[CH:24]=1)[C:7]([NH:9][CH2:10][C:11]1[C:12](=[O:21])[NH:13][C:14]([CH3:20])=[CH:15][C:16]=1[CH2:17][CH2:18][CH3:19])=[O:8])[CH3:2].[NH:40]1[CH2:45][CH2:44][O:43][CH2:42][CH2:41]1.[BH-](OC(C)=O)(OC(C)=O)OC(C)=O.[Na+]. (9) The product is [CH3:1][O:2][C:3]1[CH:4]=[C:5]2[C:10](=[CH:11][CH:12]=1)[CH:9]([CH2:13][C:14]1[CH:15]=[CH:16][C:17]([O:37][CH2:34][CH2:41][CH:33]3[CH2:32][CH2:31][CH2:30][CH2:29][NH:28]3)=[CH:18][CH:19]=1)[N:8]([CH:21]([CH3:22])[CH3:23])[CH2:7][CH2:6]2. No catalyst specified. The yield is 0.700. The reactants are [CH3:1][O:2][C:3]1[CH:4]=[C:5]2[C:10](=[CH:11][CH:12]=1)[CH:9]([CH2:13][C:14]1[CH:19]=[CH:18][C:17](O)=[CH:16][CH:15]=1)[N:8]([CH:21]([CH3:23])[CH3:22])[CH2:7][CH2:6]2.Cl.ClCC[N:28]1[CH2:33][CH2:32][CH2:31][CH2:30][CH2:29]1.[C:34](=[O:37])([O-])[O-].[K+].[K+].O.[CH3:41]N(C)C=O. (10) The reactants are [F:1][C:2]([F:22])([F:21])[C:3]1[CH:20]=[CH:19][C:6]([CH2:7][NH:8][CH2:9][C:10]2[CH:11]=[C:12]([O:17][CH3:18])[CH:13]=[CH:14][C:15]=2[Br:16])=[CH:5][CH:4]=1.[C:23](O[C:23]([O:25][C:26]([CH3:29])([CH3:28])[CH3:27])=[O:24])([O:25][C:26]([CH3:29])([CH3:28])[CH3:27])=[O:24]. The catalyst is C1COCC1. The product is [C:26]([O:25][C:23]([N:8]([CH2:9][C:10]1[CH:11]=[C:12]([O:17][CH3:18])[CH:13]=[CH:14][C:15]=1[Br:16])[CH2:7][C:6]1[CH:19]=[CH:20][C:3]([C:2]([F:1])([F:21])[F:22])=[CH:4][CH:5]=1)=[O:24])([CH3:29])([CH3:28])[CH3:27]. The yield is 0.950.